Task: Predict which catalyst facilitates the given reaction.. Dataset: Catalyst prediction with 721,799 reactions and 888 catalyst types from USPTO The catalyst class is: 5. Product: [IH:31].[IH:31].[N:11]1([C:15]2[N:19]([CH2:20][CH2:21][N:22]3[CH:26]=[CH:25][CH:24]=[N:23]3)[C:18]3[CH:27]=[CH:28][CH:29]=[CH:30][C:17]=3[N:16]=2)[CH2:12][CH2:13][CH2:14][NH:8][CH2:9][CH2:10]1. Reactant: C(OC([N:8]1[CH2:14][CH2:13][CH2:12][N:11]([C:15]2[N:19]([CH2:20][CH2:21][N:22]3[CH:26]=[CH:25][CH:24]=[N:23]3)[C:18]3[CH:27]=[CH:28][CH:29]=[CH:30][C:17]=3[N:16]=2)[CH2:10][CH2:9]1)=O)(C)(C)C.[IH:31].CCOCC.